This data is from Reaction yield outcomes from USPTO patents with 853,638 reactions. The task is: Predict the reaction yield, written as a fraction of the theoretical maximum amount of product (1.0 means a 100% yield; for example, 0.34 means a 34% yield). (1) The reactants are [CH2:1]([N:3]1[CH:8]=[C:7]([C:9]([O:11]C)=[O:10])[CH:6]=[CH:5][C:4]1=[O:13])[CH3:2].O.[OH-].[Li+].Cl. The catalyst is O.CO. The product is [CH2:1]([N:3]1[CH:8]=[C:7]([C:9]([OH:11])=[O:10])[CH:6]=[CH:5][C:4]1=[O:13])[CH3:2]. The yield is 0.650. (2) The reactants are [Br:1][C:2]1[CH:3]=[CH:4][C:5]2[NH:6][C:7]3[C:12]([C:13]=2[CH:14]=1)=[CH:11][C:10]([Br:15])=[CH:9][CH:8]=3.[H-].[Na+].[C:18]([O:23][CH3:24])(=[O:22])[CH:19]1[O:21][CH2:20]1. The catalyst is CN(C=O)C. The product is [Br:15][C:10]1[CH:9]=[CH:8][C:7]2[N:6]([CH2:20][CH:19]([OH:21])[C:18]([O:23][CH3:24])=[O:22])[C:5]3[C:13]([C:12]=2[CH:11]=1)=[CH:14][C:2]([Br:1])=[CH:3][CH:4]=3. The yield is 0.320.